This data is from Forward reaction prediction with 1.9M reactions from USPTO patents (1976-2016). The task is: Predict the product of the given reaction. (1) Given the reactants [CH2:1]([N:3]1[C:14]2[C:15]3[C:7](=[CH:8][N:9]([CH2:37][CH3:38])[C:10]=3[CH:11]=[C:12]([C:16]([NH:18][C@@H:19]([CH2:30][C:31]3[CH:36]=[CH:35][CH:34]=[CH:33][CH:32]=3)[C@H:20]([OH:29])[CH2:21][NH:22][CH:23]3[CH2:28][CH2:27][O:26][CH2:25][CH2:24]3)=[O:17])[CH:13]=2)[CH:6]=[CH:5][S:4]1(=[O:40])=[O:39])[CH3:2].C([O-])=O.[NH4+], predict the reaction product. The product is: [CH2:1]([N:3]1[C:14]2[C:15]3[C:7](=[CH:8][N:9]([CH2:37][CH3:38])[C:10]=3[CH:11]=[C:12]([C:16]([NH:18][C@@H:19]([CH2:30][C:31]3[CH:32]=[CH:33][CH:34]=[CH:35][CH:36]=3)[C@H:20]([OH:29])[CH2:21][NH:22][CH:23]3[CH2:24][CH2:25][O:26][CH2:27][CH2:28]3)=[O:17])[CH:13]=2)[CH2:6][CH2:5][S:4]1(=[O:40])=[O:39])[CH3:2]. (2) Given the reactants [Br:1][C:2]1[CH:9]=[CH:8][CH:7]=[CH:6][C:3]=1[CH:4]=O.[O-:10][CH2:11][CH3:12].[Na+].[NH4+:14].[Cl-].[CH2:16]([OH:18])[CH3:17], predict the reaction product. The product is: [Br:1][C:2]1[CH:9]=[CH:8][CH:7]=[C:6]2[C:3]=1[CH:4]=[C:12]([C:11]([O:18][CH2:16][CH3:17])=[O:10])[NH:14]2. (3) Given the reactants [NH2:1][C:2]1[C:10]2[C:9]([C:11]3[CH:16]=[CH:15][C:14]([Cl:17])=[C:13]([Cl:18])[CH:12]=3)=[N:8][C:7](S(C)=O)=[N:6][C:5]=2[S:4][C:3]=1[C:22]([NH2:24])=[O:23].[NH2:25][CH2:26][CH2:27][N:28](C)[C:29](OC(C)(C)C)=O.Cl, predict the reaction product. The product is: [NH2:1][C:2]1[C:10]2[C:9]([C:11]3[CH:16]=[CH:15][C:14]([Cl:17])=[C:13]([Cl:18])[CH:12]=3)=[N:8][C:7]([NH:25][CH2:26][CH2:27][NH:28][CH3:29])=[N:6][C:5]=2[S:4][C:3]=1[C:22]([NH2:24])=[O:23]. (4) Given the reactants [N:1]1([C:11]([O:13][C:14]([CH3:17])([CH3:16])[CH3:15])=[O:12])[CH2:6][CH2:5][CH:4]([C:7]([O:9]C)=[O:8])[CH2:3][CH2:2]1.[Li+].[OH-].CO.O, predict the reaction product. The product is: [C:14]([O:13][C:11]([N:1]1[CH2:6][CH2:5][CH:4]([C:7]([OH:9])=[O:8])[CH2:3][CH2:2]1)=[O:12])([CH3:17])([CH3:15])[CH3:16]. (5) Given the reactants C(OC([N:8]1[CH2:13][CH2:12][CH2:11][CH:10]([C@@H:14]2[N:18]([C:19]([O:21][CH2:22][C:23]3[CH:28]=[CH:27][CH:26]=[CH:25][CH:24]=3)=[O:20])[CH:17]([C:29](=[O:48])[NH:30][C:31]3[S:32][CH:33]=[C:34]([C:36]4[CH:41]=[CH:40][C:39]([C:42](=[O:47])[NH:43][CH:44]5[CH2:46][CH2:45]5)=[CH:38][CH:37]=4)[N:35]=3)[CH2:16][S:15]2)[CH2:9]1)=O)(C)(C)C, predict the reaction product. The product is: [CH2:22]([O:21][C:19]([N:18]1[CH:17]([C:29](=[O:48])[NH:30][C:31]2[S:32][CH:33]=[C:34]([C:36]3[CH:41]=[CH:40][C:39]([C:42](=[O:47])[NH:43][CH:44]4[CH2:45][CH2:46]4)=[CH:38][CH:37]=3)[N:35]=2)[CH2:16][S:15][C@@H:14]1[CH:10]1[CH2:11][CH2:12][CH2:13][NH:8][CH2:9]1)=[O:20])[C:23]1[CH:24]=[CH:25][CH:26]=[CH:27][CH:28]=1. (6) Given the reactants [CH2:1]([CH:4]([C:8]1[CH:37]=[CH:36][C:11]([O:12][CH2:13][C:14]2[CH:19]=[CH:18][C:17]([C:20]3[CH:21]=[C:22]([CH2:25][O:26][C:27]4[CH:28]=[N:29][CH:30]=[C:31]([CH:35]=4)[C:32]([OH:34])=[O:33])[S:23][CH:24]=3)=[CH:16][CH:15]=2)=[CH:10][CH:9]=1)[CH2:5][CH2:6][CH3:7])[CH2:2][CH3:3].[S:38](=[O:42])(=[O:41])([OH:40])[OH:39], predict the reaction product. The product is: [S:38]([OH:42])([OH:41])(=[O:40])=[O:39].[CH2:1]([CH:4]([C:8]1[CH:9]=[CH:10][C:11]([O:12][CH2:13][C:14]2[CH:15]=[CH:16][C:17]([C:20]3[CH:21]=[C:22]([CH2:25][O:26][C:27]4[CH:28]=[N:29][CH:30]=[C:31]([CH:35]=4)[C:32]([OH:34])=[O:33])[S:23][CH:24]=3)=[CH:18][CH:19]=2)=[CH:36][CH:37]=1)[CH2:5][CH2:6][CH3:7])[CH2:2][CH3:3]. (7) Given the reactants [Si:1]([O:8][C@@H:9]1[C@@H:13]([CH2:14][O:15][Si:16]([C:19]([CH3:22])([CH3:21])[CH3:20])([CH3:18])[CH3:17])[O:12][C@@H:11]([N:23]2[C:41]3[N:40]=[CH:39][N:38]=[C:27]([O:28][C:29]4[CH:34]=[CH:33][C:32]([N+:35]([O-:37])=[O:36])=[CH:31][CH:30]=4)[C:26]=3[N:25]=[CH:24]2)[CH2:10]1)([C:4]([CH3:7])([CH3:6])[CH3:5])([CH3:3])[CH3:2].N1(OC2C3N=CN(C=3N=CN=2)[C@@H]2O[C@H](C[O:59][Si:60]([C:63]([CH3:66])([CH3:65])[CH3:64])([CH3:62])[CH3:61])[C@@H]([O:59][Si:60]([C:63]([CH3:66])([CH3:65])[CH3:64])([CH3:62])[CH3:61])[C@H]2[O:59][Si:60]([C:63]([CH3:66])([CH3:65])[CH3:64])([CH3:62])[CH3:61])C2C=CC=CC=2N=N1.[N+](C1C=CC(O)=CC=1)([O-])=O.C([O-])([O-])=O.[Cs+].[Cs+], predict the reaction product. The product is: [N+:35]([C:32]1[CH:33]=[CH:34][C:29]([O:28][C:27]2[C:26]3[N:25]=[CH:24][N:23]([C:41]=3[N:40]=[CH:39][N:38]=2)[C@@H:11]2[O:12][C@H:13]([CH2:14][O:15][Si:16]([C:19]([CH3:20])([CH3:21])[CH3:22])([CH3:17])[CH3:18])[C@@H:9]([O:8][Si:1]([C:4]([CH3:6])([CH3:7])[CH3:5])([CH3:3])[CH3:2])[C@H:10]2[O:59][Si:60]([C:63]([CH3:66])([CH3:65])[CH3:64])([CH3:62])[CH3:61])=[CH:30][CH:31]=1)([O-:37])=[O:36]. (8) Given the reactants Br[C:2]1[CH:3]=[C:4]2[C:9](=[CH:10][CH:11]=1)[CH:8]=[C:7]([C:12]1[C:13]3[C:18]([C:19]4C=CC=C[C:24]=4[CH:25]=1)=[CH:17][CH:16]=[CH:15][CH:14]=3)[CH:6]=[CH:5]2.[CH2:26]([Li])[CH2:27][CH2:28][CH3:29].[B:31](OC(C)C)([O:36]C(C)C)[O:32]C(C)C.Cl, predict the reaction product. The product is: [CH:26]1[C:24]2[CH:25]=[C:12]([C:7]3[CH:6]=[CH:5][C:4]4[C:9](=[CH:10][CH:11]=[C:2]([B:31]([OH:36])[OH:32])[CH:3]=4)[CH:8]=3)[C:13]3[C:14](=[CH:15][CH:16]=[CH:17][CH:18]=3)[C:19]=2[CH:29]=[CH:28][CH:27]=1.